This data is from Reaction yield outcomes from USPTO patents with 853,638 reactions. The task is: Predict the reaction yield, written as a fraction of the theoretical maximum amount of product (1.0 means a 100% yield; for example, 0.34 means a 34% yield). (1) The reactants are Cl.[CH:2]1([NH2:6])[CH2:5][CH2:4][CH2:3]1.[Br:7][C:8]1[CH:9]=[C:10]([S:15](Cl)(=[O:17])=[O:16])[C:11]([Cl:14])=[N:12][CH:13]=1. The catalyst is N1C=CC=CC=1.C(Cl)Cl. The product is [Br:7][C:8]1[CH:9]=[C:10]([S:15]([NH:6][CH:2]2[CH2:5][CH2:4][CH2:3]2)(=[O:17])=[O:16])[C:11]([Cl:14])=[N:12][CH:13]=1. The yield is 0.580. (2) The reactants are [Br:1][C:2]1[C:3]([CH3:9])=[C:4]([CH:6]=[CH:7][CH:8]=1)[NH2:5].[N+]([C:13]1[CH:14]=C(S([O-])(=O)=O)C=C[CH:18]=1)([O-])=O.[Na+].C(O)C(O)CO.S(=O)(=O)(O)O.[OH-].[Na+]. The catalyst is O.ClCCl. The product is [Br:1][C:2]1[C:3]([CH3:9])=[C:4]2[C:6]([CH:18]=[CH:13][CH:14]=[N:5]2)=[CH:7][CH:8]=1. The yield is 0.940. (3) The reactants are [CH3:1][NH:2][C:3]1[CH:8]=[CH:7][CH:6]=[CH:5][CH:4]=1.[C:9](O)(=[O:14])[CH2:10][CH2:11][C:12]#[CH:13].C1C=CC2N(O)N=NC=2C=1.CCN=C=NCCCN(C)C.Cl. The catalyst is C(Cl)Cl. The product is [CH3:1][N:2]([C:3]1[CH:8]=[CH:7][CH:6]=[CH:5][CH:4]=1)[C:9](=[O:14])[CH2:10][CH2:11][C:12]#[CH:13]. The yield is 0.780. (4) The reactants are [C:1]([O:5][C:6]([C:8]1[C:9]([CH3:25])=[C:10]([C:14]([O:16][CH:17]([CH2:19][CH2:20][CH2:21][CH2:22][CH2:23][CH3:24])[CH3:18])=[O:15])[S:11][C:12]=1[NH2:13])=[O:7])([CH3:4])([CH3:3])[CH3:2].C1CCN2C(=NCCC2)CC1.[CH2:37]([N:45]=[C:46]=[O:47])[CH2:38][CH2:39][CH2:40][CH2:41][CH2:42][CH2:43][CH3:44]. The catalyst is C(Cl)Cl. The product is [CH3:18][CH:17]([O:16][C:14]([C:10]1[S:11][C:12]([NH:13][C:46]([NH:45][CH2:37][CH2:38][CH2:39][CH2:40][CH2:41][CH2:42][CH2:43][CH3:44])=[O:47])=[C:8]([C:6]([O:5][C:1]([CH3:3])([CH3:2])[CH3:4])=[O:7])[C:9]=1[CH3:25])=[O:15])[CH2:19][CH2:20][CH2:21][CH2:22][CH2:23][CH3:24]. The yield is 0.870. (5) The reactants are [Br:1][C:2]1[CH:3]=[C:4]([CH:20]=[CH:21][C:22]=1[C:23]([N:25]1[CH2:29][CH2:28][S:27][CH:26]1[CH2:30][NH:31]C(OC(C)(C)C)=O)=[O:24])[C:5]([NH:7][C@H:8]([C:10]1[NH:14][C:13]2[CH:15]=[CH:16][C:17]([Cl:19])=[CH:18][C:12]=2[N:11]=1)[CH3:9])=[O:6].FC(F)(F)C(O)=O.ClCCl.CO.N.BrCl. No catalyst specified. The product is [NH2:31][CH2:30][CH:26]1[N:25]([C:23]([C:22]2[CH:21]=[CH:20][C:4]([C:5]([NH:7][C@H:8]([C:10]3[NH:14][C:13]4[CH:15]=[CH:16][C:17]([Cl:19])=[CH:18][C:12]=4[N:11]=3)[CH3:9])=[O:6])=[CH:3][C:2]=2[Br:1])=[O:24])[CH2:29][CH2:28][S:27]1. The yield is 0.580. (6) The reactants are C(O[C:5](=[O:11])/[CH:6]=[CH:7]\[C:8]([OH:10])=[O:9])C=C.[CH:12]1[CH:13]=[CH:14]C2N(O)N=N[C:16]=2[CH:17]=1.CC(C)N=[C:25]=[N:26][CH:27]([CH3:29])C.[C:31]1([CH:37]([C:41]2[CH:46]=[CH:45][CH:44]=[CH:43][CH:42]=2)[CH2:38]CN)[CH:36]=[CH:35][CH:34]=[CH:33][CH:32]=1.C([N:49]([CH2:52][CH3:53])CC)C.[OH-:54].[Na+].C(O)C=C.[ClH:60].[CH2:61]([Cl:63])Cl.CN(C=O)C. The catalyst is CN(C=O)C. The product is [Cl:60][C:17]1[CH:16]=[C:61]([Cl:63])[CH:14]=[CH:13][C:12]=1[CH2:53][CH2:52][N:49]1[CH2:29][C:27](=[O:54])[N:26]([CH2:25][CH2:38][CH:37]([C:31]2[CH:32]=[CH:33][CH:34]=[CH:35][CH:36]=2)[C:41]2[CH:42]=[CH:43][CH:44]=[CH:45][CH:46]=2)[CH:6]([CH2:7][C:8]([OH:10])=[O:9])[C:5]1=[O:11]. The yield is 0.950. (7) The reactants are [NH:1]([C:14]([O:16][C:17]([CH3:20])([CH3:19])[CH3:18])=[O:15])[C@@H:2]([C:11]([OH:13])=O)[CH2:3][C:4]1[CH:9]=[CH:8][C:7]([Cl:10])=[CH:6][CH:5]=1.[NH:21]1[CH2:26][CH2:25][NH:24][CH2:23][CH2:22]1.C1C=CC2N(O)N=NC=2C=1.CCN=C=NCCCN(C)C. The catalyst is C(Cl)Cl. The product is [C:17]([O:16][C:14](=[O:15])[NH:1][CH:2]([CH2:3][C:4]1[CH:5]=[CH:6][C:7]([Cl:10])=[CH:8][CH:9]=1)[C:11](=[O:13])[N:21]1[CH2:26][CH2:25][NH:24][CH2:23][CH2:22]1)([CH3:20])([CH3:19])[CH3:18]. The yield is 0.130.